Dataset: NCI-60 drug combinations with 297,098 pairs across 59 cell lines. Task: Regression. Given two drug SMILES strings and cell line genomic features, predict the synergy score measuring deviation from expected non-interaction effect. (1) Cell line: UACC-257. Synergy scores: CSS=2.42, Synergy_ZIP=4.65, Synergy_Bliss=0.229, Synergy_Loewe=0.366, Synergy_HSA=0.0426. Drug 2: C(CCl)NC(=O)N(CCCl)N=O. Drug 1: C1=CN(C=N1)CC(O)(P(=O)(O)O)P(=O)(O)O. (2) Drug 1: C1=CC=C(C=C1)NC(=O)CCCCCCC(=O)NO. Drug 2: C1CN(P(=O)(OC1)NCCCl)CCCl. Cell line: A549. Synergy scores: CSS=5.94, Synergy_ZIP=-0.722, Synergy_Bliss=0.736, Synergy_Loewe=-15.7, Synergy_HSA=-3.58. (3) Drug 1: C1=CC(=CC=C1CCC2=CNC3=C2C(=O)NC(=N3)N)C(=O)NC(CCC(=O)O)C(=O)O. Drug 2: CN(CCCl)CCCl.Cl. Cell line: HCC-2998. Synergy scores: CSS=28.0, Synergy_ZIP=-7.95, Synergy_Bliss=-8.51, Synergy_Loewe=-8.65, Synergy_HSA=-5.09.